Dataset: Forward reaction prediction with 1.9M reactions from USPTO patents (1976-2016). Task: Predict the product of the given reaction. (1) Given the reactants [CH2:1]([C:4]1[N:5]([CH2:17][C:18]2([OH:24])[CH2:23][CH2:22][CH2:21][CH2:20][CH2:19]2)[C:6]2[C:15]3[N:14]=[CH:13][CH:12]=[CH:11][C:10]=3[N:9]=[CH:8][C:7]=2[N:16]=1)[CH2:2][CH3:3].ClC1C=CC=C(C(OO)=O)C=1.[OH-].[NH4+:37].C1(C)C=CC(S(Cl)(=O)=O)=CC=1, predict the reaction product. The product is: [NH2:37][C:8]1[C:7]2[N:16]=[C:4]([CH2:1][CH2:2][CH3:3])[N:5]([CH2:17][C:18]3([OH:24])[CH2:19][CH2:20][CH2:21][CH2:22][CH2:23]3)[C:6]=2[C:15]2[N:14]=[CH:13][CH:12]=[CH:11][C:10]=2[N:9]=1. (2) Given the reactants [CH:1]1([CH2:7][NH:8][C:9]([C:11]2([CH2:17][C:18]3[CH:23]=[CH:22][C:21]([C:24]4[CH:29]=[CH:28][CH:27]=[CH:26][CH:25]=4)=[CH:20][CH:19]=3)[CH2:16][CH2:15][NH:14][CH2:13][CH2:12]2)=[O:10])[CH2:6][CH2:5][CH2:4][CH2:3][CH2:2]1.C(OC([NH:37][C@@H:38]([CH2:42][C:43]1[S:44][CH:45]=[CH:46][CH:47]=1)[C:39](O)=[O:40])=O)(C)(C)C.C(N(C(C)C)CC)(C)C.CN(C(ON1N=NC2C=CC=CC1=2)=[N+](C)C)C.F[P-](F)(F)(F)(F)F, predict the reaction product. The product is: [CH:1]1([CH2:7][NH:8][C:9]([C:11]2([CH2:17][C:18]3[CH:19]=[CH:20][C:21]([C:24]4[CH:25]=[CH:26][CH:27]=[CH:28][CH:29]=4)=[CH:22][CH:23]=3)[CH2:16][CH2:15][N:14]([C:39](=[O:40])[C@@H:38]([NH2:37])[CH2:42][C:43]3[S:44][CH:45]=[CH:46][CH:47]=3)[CH2:13][CH2:12]2)=[O:10])[CH2:6][CH2:5][CH2:4][CH2:3][CH2:2]1. (3) Given the reactants [NH2:1][CH2:2][CH2:3][O:4][CH2:5][CH2:6][OH:7].[C:8]([O:12][C:13](O[C:13]([O:12][C:8]([CH3:11])([CH3:10])[CH3:9])=[O:14])=[O:14])([CH3:11])([CH3:10])[CH3:9], predict the reaction product. The product is: [C:8]([O:12][C:13](=[O:14])[NH:1][CH2:2][CH2:3][O:4][CH2:5][CH2:6][OH:7])([CH3:11])([CH3:10])[CH3:9].